From a dataset of Full USPTO retrosynthesis dataset with 1.9M reactions from patents (1976-2016). Predict the reactants needed to synthesize the given product. (1) The reactants are: [CH3:1][N:2]1[C:7](=[O:8])[C:6]([NH:9][C:10]2[CH:15]=[CH:14][C:13]([N:16]3[CH2:21][CH2:20][N:19]([CH3:22])[CH2:18][CH2:17]3)=[CH:12][N:11]=2)=[CH:5][C:4]([C:23]2[CH:30]=[N:29][CH:28]=[C:27]([N:31]3[CH2:43][CH2:42][N:34]4[C:35]5[CH2:36][CH2:37][CH2:38][CH2:39][C:40]=5[CH:41]=[C:33]4[C:32]3=[O:44])[C:24]=2[CH:25]=[O:26])=[CH:3]1.[BH4-].[Na+]. Given the product [OH:26][CH2:25][C:24]1[C:23]([C:4]2[CH:5]=[C:6]([NH:9][C:10]3[CH:15]=[CH:14][C:13]([N:16]4[CH2:17][CH2:18][N:19]([CH3:22])[CH2:20][CH2:21]4)=[CH:12][N:11]=3)[C:7](=[O:8])[N:2]([CH3:1])[CH:3]=2)=[CH:30][N:29]=[CH:28][C:27]=1[N:31]1[CH2:43][CH2:42][N:34]2[C:35]3[CH2:36][CH2:37][CH2:38][CH2:39][C:40]=3[CH:41]=[C:33]2[C:32]1=[O:44], predict the reactants needed to synthesize it. (2) The reactants are: [NH2:1][C:2]1[CH:3]=[N:4][C:5]2[C:10]([C:11]=1[NH:12][CH2:13][CH2:14][CH2:15][NH:16][C:17](=[O:23])[O:18][C:19]([CH3:22])([CH3:21])[CH3:20])=[CH:9][CH:8]=[CH:7][CH:6]=2.[C:24](Cl)(=O)[CH2:25][CH2:26][CH2:27][CH3:28]. Given the product [CH2:25]([C:24]1[N:12]([CH2:13][CH2:14][CH2:15][NH:16][C:17](=[O:23])[O:18][C:19]([CH3:20])([CH3:22])[CH3:21])[C:11]2[C:10]3[CH:9]=[CH:8][CH:7]=[CH:6][C:5]=3[N:4]=[CH:3][C:2]=2[N:1]=1)[CH2:26][CH2:27][CH3:28], predict the reactants needed to synthesize it. (3) Given the product [CH2:26]([O:28][C:29]([CH:31]1[CH2:36][CH2:35][CH:34]([N:24]2[CH2:23][CH:22]([NH:21][C:19](=[O:20])[CH2:18][NH:17][C:6]3[C:7]4[C:12](=[CH:11][CH:10]=[C:9]([C:13]([F:16])([F:14])[F:15])[CH:8]=4)[N:4]([CH2:1][CH:2]=[CH2:3])[N:5]=3)[CH2:25]2)[CH2:33][CH2:32]1)=[O:30])[CH3:27], predict the reactants needed to synthesize it. The reactants are: [CH2:1]([N:4]1[C:12]2[C:7](=[CH:8][C:9]([C:13]([F:16])([F:15])[F:14])=[CH:10][CH:11]=2)[C:6]([NH:17][CH2:18][C:19]([NH:21][CH:22]2[CH2:25][NH:24][CH2:23]2)=[O:20])=[N:5]1)[CH:2]=[CH2:3].[CH2:26]([O:28][C:29]([CH:31]1[CH2:36][CH2:35][C:34](=O)[CH2:33][CH2:32]1)=[O:30])[CH3:27]. (4) The reactants are: [CH3:1][O:2][C:3]1[CH:4]=[C:5]2[C:10](=[CH:11][CH:12]=1)[C:9](=O)[NH:8][CH2:7][CH2:6]2.C[Si](C)(C)[N-][Si](C)(C)C.[K+].Br[CH2:25][C:26]([O:28][CH2:29][CH3:30])=[O:27]. Given the product [CH2:29]([O:28][C:26](=[O:27])[CH2:25][N:8]1[CH2:7][CH2:6][C:5]2[C:10](=[CH:11][CH:12]=[C:3]([O:2][CH3:1])[CH:4]=2)[CH2:9]1)[CH3:30], predict the reactants needed to synthesize it. (5) Given the product [Cl:22][C:16]1[CH:17]=[C:18]([Cl:21])[CH:19]=[CH:20][C:15]=1[C:13]1[N:14]=[C:10](/[CH:9]=[CH:8]/[C:5]2[CH:6]=[CH:7][C:2]([C:24]#[C:23][C:25]3[CH:30]=[CH:29][C:28]([O:31][CH3:32])=[CH:27][CH:26]=3)=[CH:3][CH:4]=2)[NH:11][CH:12]=1, predict the reactants needed to synthesize it. The reactants are: Br[C:2]1[CH:7]=[CH:6][C:5](/[CH:8]=[CH:9]/[C:10]2[NH:11][CH:12]=[C:13]([C:15]3[CH:20]=[CH:19][C:18]([Cl:21])=[CH:17][C:16]=3[Cl:22])[N:14]=2)=[CH:4][CH:3]=1.[C:23]([C:25]1[CH:30]=[CH:29][C:28]([O:31][CH3:32])=[CH:27][CH:26]=1)#[CH:24]. (6) Given the product [Cl:1][C:2]1[CH:10]=[CH:9][C:8]([C:11]2[N:12]([C:22]([O:24][C:25]([CH3:28])([CH3:26])[CH3:27])=[O:23])[C:13]3[C:18]([CH:19]=2)=[CH:17][C:16]([CH2:20][N:39]2[CH2:40][CH2:41][N:36]([C:33]4[CH:34]=[CH:35][N:30]=[CH:31][CH:32]=4)[CH2:37][CH2:38]2)=[CH:15][CH:14]=3)=[C:7]2[C:3]=1[CH2:4][NH:5][C:6]2=[O:29], predict the reactants needed to synthesize it. The reactants are: [Cl:1][C:2]1[CH:10]=[CH:9][C:8]([C:11]2[N:12]([C:22]([O:24][C:25]([CH3:28])([CH3:27])[CH3:26])=[O:23])[C:13]3[C:18]([CH:19]=2)=[CH:17][C:16]([CH:20]=O)=[CH:15][CH:14]=3)=[C:7]2[C:3]=1[CH2:4][NH:5][C:6]2=[O:29].[N:30]1[CH:35]=[CH:34][C:33]([N:36]2[CH2:41][CH2:40][NH:39][CH2:38][CH2:37]2)=[CH:32][CH:31]=1.C(O[BH-](OC(=O)C)OC(=O)C)(=O)C.[Na+]. (7) The reactants are: [NH2:1][C@@H:2]([CH2:30][C:31]1[CH:36]=[CH:35][CH:34]=[CH:33][CH:32]=1)[C:3]([N:5]1[CH2:10][CH2:9][CH:8]([N:11]2[C:16](=[O:17])[C:15]([CH3:19])([CH3:18])[CH2:14][C:13]([C:20]3[CH:25]=[CH:24][C:23]([O:26][CH3:27])=[C:22]([O:28][CH3:29])[CH:21]=3)=[N:12]2)[CH2:7][CH2:6]1)=[O:4].[CH:37]1([CH2:40][O:41][C:42]2[CH:50]=[CH:49][C:45]3[O:46][CH2:47][O:48][C:44]=3[C:43]=2[C:51]2[C:52]3[NH:59][CH:58]=[C:57]([C:60](O)=[O:61])[C:53]=3[N:54]=[CH:55][N:56]=2)[CH2:39][CH2:38]1.CCOC(C(C#N)=NOC(N1CCOCC1)=[N+](C)C)=O.F[P-](F)(F)(F)(F)F.CCN(C(C)C)C(C)C. Given the product [CH:37]1([CH2:40][O:41][C:42]2[CH:50]=[CH:49][C:45]3[O:46][CH2:47][O:48][C:44]=3[C:43]=2[C:51]2[C:52]3[NH:59][CH:58]=[C:57]([C:60]([NH:1][C@@H:2]([CH2:30][C:31]4[CH:36]=[CH:35][CH:34]=[CH:33][CH:32]=4)[C:3]([N:5]4[CH2:6][CH2:7][CH:8]([N:11]5[C:16](=[O:17])[C:15]([CH3:19])([CH3:18])[CH2:14][C:13]([C:20]6[CH:25]=[CH:24][C:23]([O:26][CH3:27])=[C:22]([O:28][CH3:29])[CH:21]=6)=[N:12]5)[CH2:9][CH2:10]4)=[O:4])=[O:61])[C:53]=3[N:54]=[CH:55][N:56]=2)[CH2:38][CH2:39]1, predict the reactants needed to synthesize it.